Dataset: Catalyst prediction with 721,799 reactions and 888 catalyst types from USPTO. Task: Predict which catalyst facilitates the given reaction. (1) Reactant: [Br:1][C:2]1[C:3]([CH2:11][OH:12])=[N:4][C:5]([N:8]([CH3:10])[CH3:9])=[N:6][CH:7]=1.CC(OI1(OC(C)=O)(OC(C)=O)OC(=O)C2C=CC=CC1=2)=O. Product: [Br:1][C:2]1[C:3]([CH:11]=[O:12])=[N:4][C:5]([N:8]([CH3:9])[CH3:10])=[N:6][CH:7]=1. The catalyst class is: 2. (2) Reactant: Br[C:2]1[CH:7]=[CH:6][CH:5]=[CH:4][N:3]=1.[NH:8]1[CH2:14][CH2:13][CH2:12][NH:11][CH2:10][CH2:9]1. Product: [N:3]1[CH:4]=[CH:5][CH:6]=[CH:7][C:2]=1[N:8]1[CH2:14][CH2:13][CH2:12][NH:11][CH2:10][CH2:9]1. The catalyst class is: 6. (3) Reactant: [C:1]1([N:7]([C:16]2[CH:21]=[CH:20][CH:19]=[CH:18][CH:17]=2)[C:8]2[CH:15]=[CH:14][C:11]([CH:12]=[O:13])=[CH:10][CH:9]=2)[CH:6]=[CH:5][CH:4]=[CH:3][CH:2]=1.[BH4-].[Na+]. Product: [C:1]1([N:7]([C:16]2[CH:21]=[CH:20][CH:19]=[CH:18][CH:17]=2)[C:8]2[CH:15]=[CH:14][C:11]([CH2:12][OH:13])=[CH:10][CH:9]=2)[CH:6]=[CH:5][CH:4]=[CH:3][CH:2]=1. The catalyst class is: 494. (4) Reactant: Cl.Cl.[CH3:3][NH:4][NH:5][CH3:6].C(=O)([O-])[O-].[K+].[K+].[Br:13][C:14]1[CH:18]=[C:17]([C:19]2[O:24][C:23](=[O:25])[C:22]3[CH:26]=[C:27]([Cl:31])[CH:28]=[C:29]([CH3:30])[C:21]=3[N:20]=2)[N:16]([C:32]2[C:37]([Cl:38])=[CH:36][CH:35]=[CH:34][N:33]=2)[N:15]=1. Product: [Br:13][C:14]1[CH:18]=[C:17]([C:19]([NH:20][C:21]2[C:29]([CH3:30])=[CH:28][C:27]([Cl:31])=[CH:26][C:22]=2[C:23]([N:4]([CH3:3])[NH:5][CH3:6])=[O:25])=[O:24])[N:16]([C:32]2[C:37]([Cl:38])=[CH:36][CH:35]=[CH:34][N:33]=2)[N:15]=1. The catalyst class is: 132. (5) Reactant: O[CH2:2][CH2:3][CH2:4][CH2:5][CH2:6][CH2:7][O:8][C:9]1[CH:14]=[CH:13][N:12]=[C:11]([CH2:15]Cl)[C:10]=1[CH3:17].[SH:18][C:19]1[NH:20][C:21]2[CH:27]=[CH:26][CH:25]=[CH:24][C:22]=2[N:23]=1.[OH-:28].[Na+].CO. Product: [OH:28][CH:3]([CH3:2])[CH2:4][CH2:5][CH2:6][CH2:7][O:8][C:9]1[CH:14]=[CH:13][N:12]=[C:11]([CH2:15][S:18][C:19]2[NH:23][C:22]3[CH:24]=[CH:25][CH:26]=[CH:27][C:21]=3[N:20]=2)[C:10]=1[CH3:17]. The catalyst class is: 8.